Predict which catalyst facilitates the given reaction. From a dataset of Catalyst prediction with 721,799 reactions and 888 catalyst types from USPTO. (1) Reactant: [F:1][C:2]1[CH:22]=[C:21]([N+:23]([O-])=O)[CH:20]=[CH:19][C:3]=1[O:4][C:5]1[CH:10]=[CH:9][N:8]=[CH:7][C:6]=1[C:11]#[C:12][C:13]1[CH:18]=[CH:17][CH:16]=[CH:15][CH:14]=1.[Cl-].[NH4+].[In]. Product: [F:1][C:2]1[CH:22]=[C:21]([CH:20]=[CH:19][C:3]=1[O:4][C:5]1[CH:10]=[CH:9][N:8]=[CH:7][C:6]=1[C:11]#[C:12][C:13]1[CH:14]=[CH:15][CH:16]=[CH:17][CH:18]=1)[NH2:23]. The catalyst class is: 88. (2) Reactant: [F:1][C:2]1[CH:3]=[C:4]([C@H:10]2[CH2:14][CH2:13][CH2:12][N:11]2[C:15]2[CH:20]=[CH:19][N:18]3[N:21]=[CH:22][C:23]([C:24]([OH:26])=[O:25])=[C:17]3[N:16]=2)[C:5]([O:8]C)=[N:6][CH:7]=1.[Si](C=[N+]=[N-])(C)(C)[CH3:28].Cl. Product: [F:1][C:2]1[CH:3]=[C:4]([C@H:10]2[CH2:14][CH2:13][CH2:12][N:11]2[C:15]2[CH:20]=[CH:19][N:18]3[N:21]=[CH:22][C:23]([C:24]([O:26][CH3:28])=[O:25])=[C:17]3[N:16]=2)[C:5]([OH:8])=[N:6][CH:7]=1. The catalyst class is: 71. (3) Reactant: [C:1]([O:5][C:6]([N:8]([C:10]1[CH:11]=[C:12]([CH:59]=[CH:60][C:61]=1[N+:62]([O-])=O)[O:13][CH2:14][CH2:15][N:16]([C:18]1[CH:19]=[CH:20][C:21]2[N:25]=[C:24]([C:26]3[CH:27]=[C:28]([CH3:56])[C:29]4[N:33]=[C:32]([CH2:34][CH2:35][CH3:36])[N:31]([CH2:37][C:38]5[CH:43]=[CH:42][C:41]([C:44]6[CH:49]=[CH:48][CH:47]=[CH:46][C:45]=6[C:50]6[NH:54][N:53]=[N:52][N:51]=6)=[CH:40][CH:39]=5)[C:30]=4[CH:55]=3)[N:23]([CH3:57])[C:22]=2[CH:58]=1)[CH3:17])[CH3:9])=[O:7])([CH3:4])([CH3:3])[CH3:2]. Product: [NH2:62][C:61]1[CH:60]=[CH:59][C:12]([O:13][CH2:14][CH2:15][N:16]([C:18]2[CH:19]=[CH:20][C:21]3[N:25]=[C:24]([C:26]4[CH:27]=[C:28]([CH3:56])[C:29]5[N:33]=[C:32]([CH2:34][CH2:35][CH3:36])[N:31]([CH2:37][C:38]6[CH:43]=[CH:42][C:41]([C:44]7[CH:49]=[CH:48][CH:47]=[CH:46][C:45]=7[C:50]7[NH:54][N:53]=[N:52][N:51]=7)=[CH:40][CH:39]=6)[C:30]=5[CH:55]=4)[N:23]([CH3:57])[C:22]=3[CH:58]=2)[CH3:17])=[CH:11][C:10]=1[N:8]([C:6]([O:5][C:1]([CH3:2])([CH3:4])[CH3:3])=[O:7])[CH3:9]. The catalyst class is: 5. (4) Reactant: [CH3:1][O:2][C:3]1[C:4]([OH:20])=[C:5]([C:9]2[N:13]([C:14]3[CH:19]=[CH:18][CH:17]=[CH:16][CH:15]=3)[N:12]=[CH:11][CH:10]=2)[N:6]=[N:7][CH:8]=1.CS(O[CH:26]1[CH2:29][N:28]([CH:30]([C:37]2[CH:42]=[CH:41][CH:40]=[CH:39][CH:38]=2)[C:31]2[CH:36]=[CH:35][CH:34]=[CH:33][CH:32]=2)[CH2:27]1)(=O)=O.C(=O)([O-])[O-].[Cs+].[Cs+].O. Product: [C:31]1([CH:30]([C:37]2[CH:42]=[CH:41][CH:40]=[CH:39][CH:38]=2)[N:28]2[CH2:29][CH:26]([N:7]3[CH:8]=[C:3]([O:2][CH3:1])[C:4](=[O:20])[C:5]([C:9]4[N:13]([C:14]5[CH:19]=[CH:18][CH:17]=[CH:16][CH:15]=5)[N:12]=[CH:11][CH:10]=4)=[N:6]3)[CH2:27]2)[CH:32]=[CH:33][CH:34]=[CH:35][CH:36]=1. The catalyst class is: 3. (5) Reactant: Cl[C:2]1[N:7]=[C:6]([N:8]2[C:12]3=[CH:13][C:14]([C:18]4[CH:23]=[CH:22][CH:21]=[CH:20][CH:19]=4)=[CH:15][C:16](=[O:17])[N:11]3[CH2:10][CH2:9]2)[CH:5]=[N:4][CH:3]=1.CC(C)([O-])C.[Na+].C1C=CC(P(C2C(C3C(P(C4C=CC=CC=4)C4C=CC=CC=4)=CC=C4C=3C=CC=C4)=C3C(C=CC=C3)=CC=2)C2C=CC=CC=2)=CC=1.[CH2:76]([NH2:84])[CH2:77][C:78]1[CH:83]=[CH:82][CH:81]=[CH:80][CH:79]=1. Product: [CH2:76]([NH:84][C:2]1[N:7]=[C:6]([N:8]2[C:12]3=[CH:13][C:14]([C:18]4[CH:23]=[CH:22][CH:21]=[CH:20][CH:19]=4)=[CH:15][C:16](=[O:17])[N:11]3[CH2:10][CH2:9]2)[CH:5]=[N:4][CH:3]=1)[CH2:77][C:78]1[CH:83]=[CH:82][CH:81]=[CH:80][CH:79]=1. The catalyst class is: 11. (6) Reactant: [Si]([O:8][CH2:9][C:10]([CH3:16])([CH3:15])[C:11]([O:13]C)=O)(C(C)(C)C)(C)C.[H-].[Na+].[C:19](#[N:21])[CH3:20]. Product: [OH:8][CH2:9][C:10]([CH3:15])([CH3:16])[C:11](=[O:13])[CH2:20][C:19]#[N:21]. The catalyst class is: 11.